Dataset: NCI-60 drug combinations with 297,098 pairs across 59 cell lines. Task: Regression. Given two drug SMILES strings and cell line genomic features, predict the synergy score measuring deviation from expected non-interaction effect. (1) Drug 1: CCC1=C2CN3C(=CC4=C(C3=O)COC(=O)C4(CC)O)C2=NC5=C1C=C(C=C5)O. Drug 2: N.N.Cl[Pt+2]Cl. Cell line: NCI-H226. Synergy scores: CSS=21.1, Synergy_ZIP=-5.84, Synergy_Bliss=-1.01, Synergy_Loewe=1.54, Synergy_HSA=2.57. (2) Drug 1: C1=NC2=C(N=C(N=C2N1C3C(C(C(O3)CO)O)F)Cl)N. Drug 2: C1=CN(C=N1)CC(O)(P(=O)(O)O)P(=O)(O)O. Cell line: MDA-MB-435. Synergy scores: CSS=7.42, Synergy_ZIP=-1.36, Synergy_Bliss=0.597, Synergy_Loewe=-6.78, Synergy_HSA=-0.936. (3) Drug 1: C1CCN(CC1)CCOC2=CC=C(C=C2)C(=O)C3=C(SC4=C3C=CC(=C4)O)C5=CC=C(C=C5)O. Drug 2: CC1=C2C(C(=O)C3(C(CC4C(C3C(C(C2(C)C)(CC1OC(=O)C(C(C5=CC=CC=C5)NC(=O)OC(C)(C)C)O)O)OC(=O)C6=CC=CC=C6)(CO4)OC(=O)C)O)C)O. Cell line: SNB-75. Synergy scores: CSS=33.3, Synergy_ZIP=0.973, Synergy_Bliss=3.87, Synergy_Loewe=1.82, Synergy_HSA=2.32. (4) Drug 1: CN1CCC(CC1)COC2=C(C=C3C(=C2)N=CN=C3NC4=C(C=C(C=C4)Br)F)OC. Drug 2: CN(C(=O)NC(C=O)C(C(C(CO)O)O)O)N=O. Cell line: UACC62. Synergy scores: CSS=3.52, Synergy_ZIP=-5.33, Synergy_Bliss=-9.24, Synergy_Loewe=-7.47, Synergy_HSA=-7.39. (5) Drug 1: COC1=C(C=C2C(=C1)N=CN=C2NC3=CC(=C(C=C3)F)Cl)OCCCN4CCOCC4. Drug 2: CCCCCOC(=O)NC1=NC(=O)N(C=C1F)C2C(C(C(O2)C)O)O. Cell line: EKVX. Synergy scores: CSS=25.9, Synergy_ZIP=3.91, Synergy_Bliss=4.22, Synergy_Loewe=-13.7, Synergy_HSA=1.93.